Task: Predict the reactants needed to synthesize the given product.. Dataset: Full USPTO retrosynthesis dataset with 1.9M reactions from patents (1976-2016) (1) The reactants are: C([O:4][CH2:5][C:6]([CH3:41])([CH3:40])[CH2:7][N:8]1[C:14]2[CH:15]=[CH:16][C:17]([Cl:19])=[CH:18][C:13]=2[C@@H:12]([C:20]2[CH:25]=[CH:24][CH:23]=[C:22]([O:26][CH3:27])[C:21]=2[O:28][CH3:29])[O:11][C@H:10]([CH2:30][C:31](=[O:38])[CH2:32][C:33]([O:35]CC)=[O:34])[C:9]1=[O:39])(=O)C.[CH2:42]1CCN2C(=NCCC2)C[CH2:43]1.ClCC=O.O. Given the product [Cl:19][C:17]1[CH:16]=[CH:15][C:14]2[N:8]([CH2:7][C:6]([CH3:41])([CH3:40])[CH2:5][OH:4])[C:9](=[O:39])[C@@H:10]([CH2:30][C:31]3[O:38][CH:42]=[CH:43][C:32]=3[C:33]([OH:35])=[O:34])[O:11][C@H:12]([C:20]3[CH:25]=[CH:24][CH:23]=[C:22]([O:26][CH3:27])[C:21]=3[O:28][CH3:29])[C:13]=2[CH:18]=1, predict the reactants needed to synthesize it. (2) Given the product [F:9][C:10]([F:17])([F:16])[C:11]([NH:1][CH2:2][CH2:3][CH2:4][CH2:5][CH2:6][CH2:7][OH:8])=[O:12], predict the reactants needed to synthesize it. The reactants are: [NH2:1][CH2:2][CH2:3][CH2:4][CH2:5][CH2:6][CH2:7][OH:8].[F:9][C:10]([F:17])([F:16])[C:11](OCC)=[O:12].O. (3) Given the product [C:21]1([CH:20]2[C:2]3[C:3](=[CH:7][CH:8]=[CH:9][CH:10]=3)[C:4](=[O:5])[O:6]2)[CH:26]=[CH:25][CH:24]=[CH:23][CH:22]=1, predict the reactants needed to synthesize it. The reactants are: Br[C:2]1[CH:10]=[CH:9][CH:8]=[CH:7][C:3]=1[C:4]([OH:6])=[O:5].C([Mg]CCCC)CCC.[CH3:20][CH2:21][CH2:22][CH2:23][CH2:24][CH2:25][CH3:26].C([Li])CCC.CCCCCC.C(=O)C1C=CC=CC=1.Cl. (4) Given the product [CH2:1]([O:3][C:4]1[CH:9]=[C:8]([CH:10]([OH:17])[C:11]2[CH:16]=[CH:15][CH:14]=[CH:13][N:12]=2)[CH:7]=[CH:6][C:5]=1[O:18][CH2:20][C:21]([O:23][CH2:24][CH3:25])=[O:22])[CH3:2], predict the reactants needed to synthesize it. The reactants are: [CH2:1]([O:3][C:4]1[CH:9]=[C:8]([CH:10]([OH:17])[C:11]2[CH:16]=[CH:15][CH:14]=[CH:13][N:12]=2)[CH:7]=[CH:6][C:5]=1[OH:18])[CH3:2].Br[CH2:20][C:21]([O:23][CH2:24][CH3:25])=[O:22].C(=O)([O-])[O-].[K+].[K+].O. (5) Given the product [O:27]1[C:26]2[CH:30]=[CH:31][C:23]([N:15]([CH2:16][CH:17]3[CH2:22][CH2:21][CH2:20][CH2:19][CH2:18]3)[C:13](=[O:14])[NH:12][C:10]3[S:11][C:7]([S:6][CH2:5][C:4]([OH:32])=[O:3])=[CH:8][N:9]=3)=[CH:24][C:25]=2[O:29][CH2:28]1, predict the reactants needed to synthesize it. The reactants are: C([O:3][C:4](=[O:32])[CH2:5][S:6][C:7]1[S:11][C:10]([NH:12][C:13]([N:15]([C:23]2[CH:31]=[CH:30][C:26]3[O:27][CH2:28][O:29][C:25]=3[CH:24]=2)[CH2:16][CH:17]2[CH2:22][CH2:21][CH2:20][CH2:19][CH2:18]2)=[O:14])=[N:9][CH:8]=1)C.C1(CN(C2C=CC(S(C)(=O)=O)=CC=2)C(=O)NC2SC=C(CC(O)=O)N=2)CCCC1.O1C2C=CC(NCC3CCCCC3)=CC=2OC1.C(OC(=O)CSC1SC(N)=NC=1)C. (6) The reactants are: [NH2:1][C@@H:2]1[CH2:7][CH2:6][CH2:5][N:4]([C:8]2[N:13]([CH2:14][C:15]3[CH:22]=[CH:21][CH:20]=[CH:19][C:16]=3[C:17]#[N:18])[C:12](=[O:23])[N:11]([CH2:24][C:25]3[CH:30]=[CH:29][CH:28]=[C:27](C#N)[CH:26]=3)[C:10](=[O:33])[CH:9]=2)[CH2:3]1.BrCC1C=CC([N:42]2[CH:46]=[CH:45][CH:44]=[N:43]2)=CC=1. Given the product [NH2:1][C@@H:2]1[CH2:7][CH2:6][CH2:5][N:4]([C:8]2[N:13]([CH2:14][C:15]3[CH:22]=[CH:21][CH:20]=[CH:19][C:16]=3[C:17]#[N:18])[C:12](=[O:23])[N:11]([CH2:24][C:25]3[CH:26]=[CH:27][C:28]([N:42]4[CH:46]=[CH:45][CH:44]=[N:43]4)=[CH:29][CH:30]=3)[C:10](=[O:33])[CH:9]=2)[CH2:3]1, predict the reactants needed to synthesize it. (7) Given the product [N+:19]([C:15]1[CH:14]=[C:13]([CH:18]=[CH:17][CH:16]=1)[CH2:12][NH:11][CH2:22][C:23]([O:25][C:26]([CH3:27])([CH3:28])[CH3:29])=[O:24])([O-:21])=[O:20], predict the reactants needed to synthesize it. The reactants are: C([O-])([O-])=O.[K+].[K+].FC(F)(F)C([N:11]([CH2:22][C:23]([O:25][C:26]([CH3:29])([CH3:28])[CH3:27])=[O:24])[CH2:12][C:13]1[CH:18]=[CH:17][CH:16]=[C:15]([N+:19]([O-:21])=[O:20])[CH:14]=1)=O.